Dataset: Catalyst prediction with 721,799 reactions and 888 catalyst types from USPTO. Task: Predict which catalyst facilitates the given reaction. (1) The catalyst class is: 13. Reactant: [C:1]([NH:4][C:5]([C:38](=[O:44])[NH:39][C:40]([CH3:43])([CH3:42])[CH3:41])([CH2:25][CH2:26][CH2:27][CH2:28][B:29]1[O:33][C:32]([CH3:35])([CH3:34])[C:31]([CH3:37])([CH3:36])[O:30]1)[CH2:6][CH2:7][CH:8]1[CH2:17][C:16]2[C:11](=[CH:12][CH:13]=[CH:14][CH:15]=2)[CH2:10][N:9]1C(OC(C)(C)C)=O)(=[O:3])[CH3:2].Cl. Product: [C:1]([NH:4][C:5]([CH2:6][CH2:7][CH:8]1[CH2:17][C:16]2[C:11](=[CH:12][CH:13]=[CH:14][CH:15]=2)[CH2:10][NH:9]1)([CH2:25][CH2:26][CH2:27][CH2:28][B:29]1[O:30][C:31]([CH3:36])([CH3:37])[C:32]([CH3:34])([CH3:35])[O:33]1)[C:38]([NH:39][C:40]([CH3:41])([CH3:42])[CH3:43])=[O:44])(=[O:3])[CH3:2]. (2) Reactant: C1(C[N:8]2[CH2:13][CH2:12][CH:11]([N:14]3[CH2:19][CH2:18][O:17][CH2:16][CH2:15]3)[CH2:10][CH2:9]2)C=CC=CC=1.[H][H]. Product: [NH:8]1[CH2:13][CH2:12][CH:11]([N:14]2[CH2:19][CH2:18][O:17][CH2:16][CH2:15]2)[CH2:10][CH2:9]1. The catalyst class is: 19.